This data is from TCR-epitope binding with 47,182 pairs between 192 epitopes and 23,139 TCRs. The task is: Binary Classification. Given a T-cell receptor sequence (or CDR3 region) and an epitope sequence, predict whether binding occurs between them. (1) The epitope is NEGVKAAW. The TCR CDR3 sequence is CASSIVAGALNEQFF. Result: 1 (the TCR binds to the epitope). (2) The epitope is FLPRVFSAV. The TCR CDR3 sequence is CASSPDGTTYNEQFF. Result: 1 (the TCR binds to the epitope). (3) The epitope is RLYYDSMSY. The TCR CDR3 sequence is CASSQADSLNSPLHF. Result: 0 (the TCR does not bind to the epitope). (4) The epitope is YIFFASFYY. The TCR CDR3 sequence is CASSSIAGQGISETQYF. Result: 1 (the TCR binds to the epitope). (5) The epitope is QARQMVQAMRTIGTHP. The TCR CDR3 sequence is CASSFGQNSEQYF. Result: 1 (the TCR binds to the epitope). (6) The epitope is AIMTRCLAV. The TCR CDR3 sequence is CAAGGGAYTGELFF. Result: 0 (the TCR does not bind to the epitope). (7) The epitope is KLPDDFTGCV. The TCR CDR3 sequence is CASSPQSGGAADTQYF. Result: 1 (the TCR binds to the epitope). (8) The epitope is KLSYGIATV. The TCR CDR3 sequence is CASSTGVAGSDTQYF. Result: 0 (the TCR does not bind to the epitope). (9) The epitope is TAFTIPSI. The TCR CDR3 sequence is CASSQGASGHGTEAFF. Result: 0 (the TCR does not bind to the epitope). (10) The epitope is TPINLVRDL. The TCR CDR3 sequence is CASSFITATYGYTF. Result: 1 (the TCR binds to the epitope).